The task is: Predict which catalyst facilitates the given reaction.. This data is from Catalyst prediction with 721,799 reactions and 888 catalyst types from USPTO. (1) Reactant: [Cl:1][C:2]1[CH:7]=[CH:6][C:5]([C:8]2([CH3:30])[C:12]([C:14]3[CH:19]=[CH:18][C:17]([Cl:20])=[CH:16][CH:15]=3)([CH3:13])[NH:11][C:10]([C:21]3[CH:26]=[CH:25][CH:24]=[CH:23][C:22]=3[O:27][CH2:28][CH3:29])=[N:9]2)=[CH:4][CH:3]=1.[C:31](Cl)([Cl:33])=[O:32]. Product: [Cl:1][C:2]1[CH:3]=[CH:4][C:5]([C:8]2([CH3:30])[C:12]([C:14]3[CH:19]=[CH:18][C:17]([Cl:20])=[CH:16][CH:15]=3)([CH3:13])[N:11]([C:31]([Cl:33])=[O:32])[C:10]([C:21]3[CH:26]=[CH:25][CH:24]=[CH:23][C:22]=3[O:27][CH2:28][CH3:29])=[N:9]2)=[CH:6][CH:7]=1. The catalyst class is: 66. (2) Reactant: CC1C=CC(S(O[CH2:12][C:13]2[CH:18]=[CH:17][CH:16]=[C:15]([CH2:19][N:20]=[N+:21]=[N-:22])[N:14]=2)(=O)=O)=CC=1.[Cl:23][C:24]1[CH:41]=[CH:40][C:27]([CH2:28][NH:29][CH2:30][C:31]([O:33][CH2:34][CH2:35][Si:36]([CH3:39])([CH3:38])[CH3:37])=[O:32])=[CH:26][CH:25]=1.C(=O)([O-])[O-].[Na+].[Na+].O. Product: [N:20]([CH2:19][C:15]1[N:14]=[C:13]([CH2:12][N:29]([CH2:28][C:27]2[CH:40]=[CH:41][C:24]([Cl:23])=[CH:25][CH:26]=2)[CH2:30][C:31]([O:33][CH2:34][CH2:35][Si:36]([CH3:39])([CH3:38])[CH3:37])=[O:32])[CH:18]=[CH:17][CH:16]=1)=[N+:21]=[N-:22]. The catalyst class is: 10. (3) Reactant: [CH3:1][O:2][C:3]([CH:5]1[CH2:9][CH:8]([OH:10])[CH2:7][N:6]1[C:11]([O:13][C:14]([CH3:17])([CH3:16])[CH3:15])=[O:12])=[O:4].[CH3:18][S:19](Cl)(=[O:21])=[O:20].C(N(CC)CC)C. Product: [CH3:1][O:2][C:3]([CH:5]1[CH2:9][CH:8]([O:10][S:19]([CH3:18])(=[O:21])=[O:20])[CH2:7][N:6]1[C:11]([O:13][C:14]([CH3:17])([CH3:16])[CH3:15])=[O:12])=[O:4]. The catalyst class is: 4.